From a dataset of Forward reaction prediction with 1.9M reactions from USPTO patents (1976-2016). Predict the product of the given reaction. (1) Given the reactants C(OC([N:8]1[CH:13]2[CH2:14][CH2:15][CH:9]1[CH2:10][C:11]([C:17]1[C:25]3[C:20](=[CH:21][CH:22]=[CH:23][CH:24]=3)[N:19]([Si](C(C)(C)C)(C)C)[CH:18]=1)(O)[CH2:12]2)=O)(C)(C)C.C(O)(C(F)(F)F)=O.C([O-])(O)=O.[Na+], predict the reaction product. The product is: [CH:9]12[NH:8][CH:13]([CH2:14][CH2:15]1)[CH2:12][C:11]([C:17]1[C:25]3[C:20](=[CH:21][CH:22]=[CH:23][CH:24]=3)[NH:19][CH:18]=1)=[CH:10]2. (2) Given the reactants [OH:1][C:2]([CH3:47])([CH3:46])[C@@H:3]([NH:10][C:11]([NH:13][C:14]1[N:19]=[C:18]([CH2:20][OH:21])[C:17]2[C:22]([O:44][CH3:45])=[N:23][N:24](C(C3C=CC=CC=3)(C3C=CC=CC=3)C3C=CC=CC=3)[C:16]=2[CH:15]=1)=[O:12])[C:4]1[CH:9]=[CH:8][CH:7]=[CH:6][CH:5]=1.C([SiH](CC)CC)C.C(O)(C(F)(F)F)=O, predict the reaction product. The product is: [OH:1][C:2]([CH3:47])([CH3:46])[C@@H:3]([NH:10][C:11]([NH:13][C:14]1[N:19]=[C:18]([CH2:20][OH:21])[C:17]2[C:22]([O:44][CH3:45])=[N:23][NH:24][C:16]=2[CH:15]=1)=[O:12])[C:4]1[CH:9]=[CH:8][CH:7]=[CH:6][CH:5]=1. (3) Given the reactants [Cl:1][C:2]1[CH:7]=[CH:6][CH:5]=[C:4]([O:8][CH3:9])[C:3]=1[C:10]1[CH:21]=[C:20]2[C:16]([CH:17]=[CH:18][N:19]2[CH3:22])=[C:15]2[C:11]=1[C:12](=[O:24])[NH:13][C:14]2=[O:23].[Br:25]Br, predict the reaction product. The product is: [Br:25][C:17]1[C:16]2[C:20](=[CH:21][C:10]([C:3]3[C:4]([O:8][CH3:9])=[CH:5][CH:6]=[CH:7][C:2]=3[Cl:1])=[C:11]3[C:15]=2[C:14](=[O:23])[NH:13][C:12]3=[O:24])[N:19]([CH3:22])[CH:18]=1. (4) Given the reactants COC1C=C(N[C:10]2[CH:26]=[CH:25][C:13]3[S:14][C:15]([C:18]4[CH:23]=[CH:22][N:21]=[C:20]([NH2:24])[N:19]=4)=[C:16]([CH3:17])[C:12]=3[CH:11]=2)C=CC=1.[F:27][C:28]([F:38])([F:37])[O:29][C:30]1[CH:31]=[C:32]([CH:34]=[CH:35][CH:36]=1)[NH2:33].COC1C=C(C=CC=1)N, predict the reaction product. The product is: [CH3:17][C:16]1[C:12]2[CH:11]=[C:10]([NH:33][C:32]3[CH:34]=[CH:35][CH:36]=[C:30]([O:29][C:28]([F:37])([F:38])[F:27])[CH:31]=3)[CH:26]=[CH:25][C:13]=2[S:14][C:15]=1[C:18]1[CH:23]=[CH:22][N:21]=[C:20]([NH2:24])[N:19]=1. (5) The product is: [Cl:1][C:2]1[CH:3]=[C:4]2[C:5](=[CH:6][CH:7]=1)[C:8]1([CH2:9][CH2:10][N:11]([C:14]([O:16][C:17]([CH3:18])([CH3:20])[CH3:19])=[O:15])[CH2:12][CH2:13]1)[O:21][CH2:22]2. Given the reactants [Cl:1][C:2]1[CH:7]=[CH:6][C:5]([C:8]2([OH:21])[CH2:13][CH2:12][N:11]([C:14]([O:16][C:17]([CH3:20])([CH3:19])[CH3:18])=[O:15])[CH2:10][CH2:9]2)=[C:4]([CH2:22]O)[CH:3]=1.C1(P(C2C=CC=CC=2)C2C=CC=CC=2)C=CC=CC=1.CCOC(/N=N/C(OCC)=O)=O, predict the reaction product. (6) The product is: [Cl:28][CH2:29][CH2:30][NH:23][C:20]1[CH:19]=[CH:18][C:17]([C:9]2[NH:8][C:5]3=[N:6][CH:7]=[C:2]([Cl:1])[CH:3]=[C:4]3[C:10]=2[C:11]2[CH:16]=[N:15][CH:14]=[N:13][CH:12]=2)=[CH:22][CH:21]=1. Given the reactants [Cl:1][C:2]1[CH:3]=[C:4]2[C:10]([C:11]3[CH:12]=[N:13][CH:14]=[N:15][CH:16]=3)=[C:9]([C:17]3[CH:22]=[CH:21][C:20]([NH2:23])=[CH:19][CH:18]=3)[NH:8][C:5]2=[N:6][CH:7]=1.C([BH3-])#N.[Na+].[Cl:28][CH2:29][CH:30]=O.[O-]S([O-])(=O)=O.[Mg+2].OS(O)(=O)=O, predict the reaction product. (7) Given the reactants C[N:2]([C:8](OC(C)(C)C)=O)[CH:3]([CH3:7])[C:4]([OH:6])=O.C1(N=C=NC2CCCCC2)CCCCC1.[C:30]1([C:36]#[C:37][C:38]2[N:43]=[C:42]([NH2:44])[CH:41]=[C:40]([C:45]([F:48])([F:47])[F:46])[CH:39]=2)[CH:35]=[CH:34][CH:33]=[CH:32][CH:31]=1.CCN(C(C)C)C(C)C, predict the reaction product. The product is: [CH3:8][NH:2][CH:3]([CH3:7])[C:4]([NH:44][C:42]1[CH:41]=[C:40]([C:45]([F:47])([F:46])[F:48])[CH:39]=[C:38]([C:37]#[C:36][C:30]2[CH:35]=[CH:34][CH:33]=[CH:32][CH:31]=2)[N:43]=1)=[O:6]. (8) Given the reactants Cl.[F:2][C:3]1[CH:4]=[C:5]([N:15]2[CH2:19][C@H:18]([CH2:20][NH:21][C:22](=[O:24])[CH3:23])[O:17][C:16]2=[O:25])[CH:6]=[CH:7][C:8]=1[N:9]1[CH2:14][CH2:13][NH:12][CH2:11][CH2:10]1.[Cl:26][C:27]1[CH:36]=[C:35]2[C:30]([C:31]([NH:37][CH2:38][C:39](O)=[O:40])=[CH:32][CH:33]=[N:34]2)=[CH:29][CH:28]=1.C1CN([P+](ON2N=NC3C=CC=CC2=3)(N2CCCC2)N2CCCC2)CC1.F[P-](F)(F)(F)(F)F.CN1CCOCC1, predict the reaction product. The product is: [Cl:26][C:27]1[CH:36]=[C:35]2[C:30]([C:31]([NH:37][CH2:38][C:39]([N:12]3[CH2:13][CH2:14][N:9]([C:8]4[CH:7]=[CH:6][C:5]([N:15]5[CH2:19][C@H:18]([CH2:20][NH:21][C:22](=[O:24])[CH3:23])[O:17][C:16]5=[O:25])=[CH:4][C:3]=4[F:2])[CH2:10][CH2:11]3)=[O:40])=[CH:32][CH:33]=[N:34]2)=[CH:29][CH:28]=1. (9) Given the reactants [CH3:1][O:2][C:3]1[CH:11]=[CH:10][C:6]([C:7]([OH:9])=O)=[CH:5][C:4]=1/[CH:12]=[CH:13]/[C:14]1[CH:19]=[CH:18][C:17]([C:20]([F:23])([F:22])[F:21])=[CH:16][CH:15]=1.[NH2:24][CH:25]([CH2:28][OH:29])[CH2:26][OH:27], predict the reaction product. The product is: [OH:27][CH2:26][CH:25]([NH:24][C:7](=[O:9])[C:6]1[CH:10]=[CH:11][C:3]([O:2][CH3:1])=[C:4](/[CH:12]=[CH:13]/[C:14]2[CH:19]=[CH:18][C:17]([C:20]([F:23])([F:22])[F:21])=[CH:16][CH:15]=2)[CH:5]=1)[CH2:28][OH:29]. (10) The product is: [CH2:1]([C:9]1[CH:10]=[CH:11][C:12]([NH:13][CH2:17][C:18]#[N:19])=[CH:14][CH:15]=1)[CH2:2][CH2:3][CH2:4][CH2:5][CH2:6][CH2:7][CH3:8]. Given the reactants [CH2:1]([C:9]1[CH:15]=[CH:14][C:12]([NH2:13])=[CH:11][CH:10]=1)[CH2:2][CH2:3][CH2:4][CH2:5][CH2:6][CH2:7][CH3:8].Br[CH2:17][C:18]#[N:19].C([O-])([O-])=O.[K+].[K+], predict the reaction product.